This data is from Reaction yield outcomes from USPTO patents with 853,638 reactions. The task is: Predict the reaction yield, written as a fraction of the theoretical maximum amount of product (1.0 means a 100% yield; for example, 0.34 means a 34% yield). The reactants are [Cl:1][CH2:2][C:3](O)=O.[CH3:6][NH:7][C:8]1[CH:13]=[CH:12][CH:11]=[CH:10][C:9]=1[NH2:14].N. The catalyst is Cl. The product is [Cl:1][CH2:2][C:3]1[N:7]([CH3:6])[C:8]2[CH:13]=[CH:12][CH:11]=[CH:10][C:9]=2[N:14]=1. The yield is 0.590.